From a dataset of Retrosynthesis with 50K atom-mapped reactions and 10 reaction types from USPTO. Predict the reactants needed to synthesize the given product. (1) Given the product CN(C)CCCNc1ncc(F)cc1C(=O)O, predict the reactants needed to synthesize it. The reactants are: CN(C)CCCN.O=C(O)c1cc(F)cnc1Cl. (2) Given the product CN(C(=O)Oc1ccc(F)cc1)[C@@H]1CN(C(=O)C2CCCOC2)C[C@H]1c1ccc(Cl)cc1, predict the reactants needed to synthesize it. The reactants are: CN(C(=O)Oc1ccc(F)cc1)[C@@H]1CNC[C@H]1c1ccc(Cl)cc1.O=C(O)C1CCCOC1. (3) Given the product CC(C)Oc1ccc(-c2nc(-c3cc(F)cc4c(CCC(=O)O)c[nH]c34)no2)cc1Cl, predict the reactants needed to synthesize it. The reactants are: CCOC(=O)CCc1c[nH]c2c(-c3noc(-c4ccc(OC(C)C)c(Cl)c4)n3)cc(F)cc12. (4) Given the product COCCN1CC(O)c2cc(S(=O)(=O)NC(C)(C)C)sc2S1(=O)=O, predict the reactants needed to synthesize it. The reactants are: CC(C)(C)NS(=O)(=O)c1cc2c(s1)S(=O)(=O)NCC2O.COCCBr. (5) Given the product COC(=O)c1cccc(-c2c(F)ccc(OCc3ccccc3)c2F)n1, predict the reactants needed to synthesize it. The reactants are: COC(=O)c1cccc(Br)n1.OB(O)c1c(F)ccc(OCc2ccccc2)c1F. (6) Given the product CCc1nc(CC(C)(C)C)c(CN)c(-c2ccc(C)cc2)c1C(=O)OC, predict the reactants needed to synthesize it. The reactants are: CCc1nc(CC(C)(C)C)c(C#N)c(-c2ccc(C)cc2)c1C(=O)OC. (7) Given the product C[C@@H](c1ccccc1)N1Cc2sc(N)c(C(=O)OC(C)(C)C)c2C[C@H]1CNCc1ccc(Oc2ccccc2)cc1, predict the reactants needed to synthesize it. The reactants are: C[C@@H](c1ccccc1)N1Cc2sc(N)c(C(=O)OC(C)(C)C)c2C[C@H]1CN.O=Cc1ccc(Oc2ccccc2)cc1. (8) The reactants are: N[C@H]1CCN(C(=O)c2cc(C(F)(F)F)cc(C(F)(F)F)c2)[C@H](Cc2ccccc2)C1.O=Cc1ccnc2ccccc12. Given the product O=C(c1cc(C(F)(F)F)cc(C(F)(F)F)c1)N1CC[C@H](NCc2ccnc3ccccc23)C[C@H]1Cc1ccccc1, predict the reactants needed to synthesize it. (9) Given the product CCC(O)c1cc(F)cc(O[Si](C)(C)C(C)(C)C)c1F, predict the reactants needed to synthesize it. The reactants are: CC(C)(C)[Si](C)(C)Oc1cc(F)cc(C=O)c1F.CC[Mg+].